From a dataset of Reaction yield outcomes from USPTO patents with 853,638 reactions. Predict the reaction yield, written as a fraction of the theoretical maximum amount of product (1.0 means a 100% yield; for example, 0.34 means a 34% yield). (1) The reactants are [CH3:1][O:2][CH2:3][CH2:4][O:5][CH2:6][CH2:7]O.C(P(CCCC)CCCC)CCC.[Cl:22][C:23]1[CH:42]=[CH:41][C:26]([NH:27][C:28]2[C:37]3[C:32](=[CH:33][C:34]([OH:40])=[C:35]([O:38][CH3:39])[CH:36]=3)[N:31]=[CH:30][N:29]=2)=[C:25]([F:43])[CH:24]=1.N(C(N1CCCCC1)=O)=NC(N1CCCCC1)=O. The catalyst is C(Cl)Cl.CCOCC. The product is [ClH:22].[Cl:22][C:23]1[CH:42]=[CH:41][C:26]([NH:27][C:28]2[C:37]3[C:32](=[CH:33][C:34]([O:40][CH2:7][CH2:6][O:5][CH2:4][CH2:3][O:2][CH3:1])=[C:35]([O:38][CH3:39])[CH:36]=3)[N:31]=[CH:30][N:29]=2)=[C:25]([F:43])[CH:24]=1. The yield is 0.440. (2) The product is [Cl:19][C:20]1[C:21]2[C:22](=[O:24])[O:23][CH:34]([OH:35])[C:25]=2[C:26]([F:30])=[C:27]([Cl:29])[N:28]=1. The reactants are C([Li])CCC.CCCCCC.C(NC(C)C)(C)C.[Cl:19][C:20]1[N:28]=[C:27]([Cl:29])[C:26]([F:30])=[CH:25][C:21]=1[C:22]([OH:24])=[O:23].CN([CH:34]=[O:35])C.Cl. The catalyst is C1COCC1. The yield is 0.677. (3) The reactants are B(F)(F)F.CCOCC.[Br:10][C:11]1[C:12]([CH3:18])=[C:13](N)[CH:14]=[N:15][CH:16]=1.COCCOC.N(OC(C)(C)C)=O.[C:32]([O:35]C(=O)C)(=[O:34])[CH3:33]. The yield is 0.380. The catalyst is CCCCC. The product is [C:32]([O:35][C:13]1[CH:14]=[N:15][CH:16]=[C:11]([Br:10])[C:12]=1[CH3:18])(=[O:34])[CH3:33]. (4) The reactants are [CH2:1]([N:5]1[C:9](=[O:10])[C:8](Cl)=[C:7]([C:12]2[CH:17]=[CH:16][CH:15]=[CH:14][CH:13]=2)[S:6]1(=[O:19])=[O:18])[CH2:2][CH2:3][CH3:4].[F:20][CH:21]([F:30])[O:22][C:23]1[CH:29]=[CH:28][C:26]([NH2:27])=[CH:25][CH:24]=1. The catalyst is CC#N. The product is [CH2:1]([N:5]1[C:9](=[O:10])[C:8]([NH:27][C:26]2[CH:28]=[CH:29][C:23]([O:22][CH:21]([F:20])[F:30])=[CH:24][CH:25]=2)=[C:7]([C:12]2[CH:17]=[CH:16][CH:15]=[CH:14][CH:13]=2)[S:6]1(=[O:19])=[O:18])[CH2:2][CH2:3][CH3:4]. The yield is 0.780. (5) The reactants are [C:1]([O:5][C:6]([C@H:8]1[CH2:10][C@@H:9]1[CH:11]1[CH2:15][CH2:14][NH:13][C:12]1=[O:16])=[O:7])([CH3:4])([CH3:3])[CH3:2].[H-].[Na+].[CH2:19](Cl)[C:20]1[CH:25]=[CH:24][CH:23]=[CH:22][CH:21]=1.[Cl-].[NH4+]. The catalyst is CN(C)C=O.O1CCCC1. The product is [CH2:19]([N:13]1[CH2:14][CH2:15][CH:11]([C@H:9]2[CH2:10][C@@H:8]2[C:6]([O:5][C:1]([CH3:4])([CH3:2])[CH3:3])=[O:7])[C:12]1=[O:16])[C:20]1[CH:25]=[CH:24][CH:23]=[CH:22][CH:21]=1. The yield is 0.448.